This data is from Reaction yield outcomes from USPTO patents with 853,638 reactions. The task is: Predict the reaction yield, written as a fraction of the theoretical maximum amount of product (1.0 means a 100% yield; for example, 0.34 means a 34% yield). (1) The reactants are [CH3:1][C:2]1[C:6]([CH2:7][N:8]2[CH:12]=[C:11]([N:13]3[C:17](=[O:18])[CH2:16][NH:15][C:14]3=[O:19])[CH:10]=[N:9]2)=[C:5]([CH3:20])[O:4][N:3]=1.[CH3:21][O:22][C:23]1[CH:31]=[CH:30][C:26]([CH2:27][CH2:28]Br)=[CH:25][CH:24]=1. No catalyst specified. The product is [CH3:1][C:2]1[C:6]([CH2:7][N:8]2[CH:12]=[C:11]([N:13]3[C:17](=[O:18])[CH2:16][N:15]([CH2:28][CH2:27][C:26]4[CH:30]=[CH:31][C:23]([O:22][CH3:21])=[CH:24][CH:25]=4)[C:14]3=[O:19])[CH:10]=[N:9]2)=[C:5]([CH3:20])[O:4][N:3]=1. The yield is 0.320. (2) The reactants are [CH:1]1([C:4]2[CH:5]=[C:6]([NH2:9])[NH:7][N:8]=2)[CH2:3][CH2:2]1.[Cl:10][C:11]1[N:16]=[C:15](Cl)[N:14]=[C:13]([Cl:18])[N:12]=1. The catalyst is C1COCC1. The product is [CH:1]1([C:4]2[CH:5]=[C:6]([NH:9][C:15]3[N:14]=[C:13]([Cl:18])[N:12]=[C:11]([Cl:10])[N:16]=3)[NH:7][N:8]=2)[CH2:3][CH2:2]1. The yield is 0.504. (3) The reactants are [CH:1]1([N:4]2[CH2:12][C:11]3[C:6](=[CH:7][CH:8]=[C:9]([N+:13]([O-])=O)[CH:10]=3)[CH2:5]2)[CH2:3][CH2:2]1. The catalyst is CO.[Pd]. The product is [CH:1]1([N:4]2[CH2:12][C:11]3[C:6](=[CH:7][CH:8]=[C:9]([NH2:13])[CH:10]=3)[CH2:5]2)[CH2:3][CH2:2]1. The yield is 0.651. (4) The reactants are Cl.[NH2:2][C:3]1[C:8]([NH2:9])=[C:7]([C:10]2[S:11][CH:12]=[CH:13][CH:14]=2)[CH:6]=[C:5]([NH:15][C:16]([O:18][CH2:19][CH3:20])=[O:17])[N:4]=1.[CH2:21](OC(O)O)C. No catalyst specified. The product is [S:11]1[CH:12]=[CH:13][CH:14]=[C:10]1[C:7]1[CH:6]=[C:5]([NH:15][C:16]([O:18][CH2:19][CH3:20])=[O:17])[N:4]=[C:3]2[NH:2][CH:21]=[N:9][C:8]=12. The yield is 0.910. (5) The yield is 0.950. The product is [CH:16]1[C:17]2[CH:5]([CH2:4][O:3][C:1]([N:19]3[CH2:27][CH2:26][CH:22]([C:23]([OH:25])=[O:24])[CH2:21][CH2:20]3)=[O:2])[C:6]3[C:11](=[CH:10][CH:9]=[CH:8][CH:7]=3)[C:12]=2[CH:13]=[CH:14][CH:15]=1. The catalyst is O1CCOCC1.O. The reactants are [C:1](Cl)([O:3][CH2:4][CH:5]1[C:17]2[C:12](=[CH:13][CH:14]=[CH:15][CH:16]=2)[C:11]2[C:6]1=[CH:7][CH:8]=[CH:9][CH:10]=2)=[O:2].[NH:19]1[CH2:27][CH2:26][CH:22]([C:23]([OH:25])=[O:24])[CH2:21][CH2:20]1.C(=O)([O-])[O-].[Na+].[Na+]. (6) The reactants are [O:1]1[CH2:6][CH2:5][CH:4]([C:7]([OH:9])=[O:8])[CH2:3][CH2:2]1.CCN=C=NCCCN(C)C.[C:21]([NH:28]O)([O:23][C:24]([CH3:27])([CH3:26])[CH3:25])=[O:22]. The catalyst is C(Cl)Cl. The product is [O:1]1[CH2:6][CH2:5][CH:4]([C:7]([O:9][NH:28][C:21]([O:23][C:24]([CH3:27])([CH3:26])[CH3:25])=[O:22])=[O:8])[CH2:3][CH2:2]1. The yield is 0.740. (7) The reactants are [C:1]([O:5][C:6](=[O:26])[N:7]([CH2:9][C:10]1[CH:15]=[C:14](Br)[CH:13]=[CH:12][C:11]=1[O:17][C:18]1[CH:23]=[CH:22][C:21]([S:24][CH3:25])=[CH:20][CH:19]=1)[CH3:8])([CH3:4])([CH3:3])[CH3:2].[CH:27]([N:30]1[CH2:35][CH2:34][NH:33][CH2:32][CH2:31]1)([CH3:29])[CH3:28].CC(C1C=C(C(C)C)C(C2C=CC=CC=2P(C2CCCCC2)C2CCCCC2)=C(C(C)C)C=1)C.C(O[Na])(C)(C)C. The catalyst is C1(C)C=CC=CC=1.C1C=CC(/C=C/C(/C=C/C2C=CC=CC=2)=O)=CC=1.C1C=CC(/C=C/C(/C=C/C2C=CC=CC=2)=O)=CC=1.C1C=CC(/C=C/C(/C=C/C2C=CC=CC=2)=O)=CC=1.[Pd].[Pd]. The product is [C:1]([O:5][C:6](=[O:26])[N:7]([CH2:9][C:10]1[CH:15]=[C:14]([N:33]2[CH2:34][CH2:35][N:30]([CH:27]([CH3:29])[CH3:28])[CH2:31][CH2:32]2)[CH:13]=[CH:12][C:11]=1[O:17][C:18]1[CH:23]=[CH:22][C:21]([S:24][CH3:25])=[CH:20][CH:19]=1)[CH3:8])([CH3:4])([CH3:3])[CH3:2]. The yield is 0.540. (8) The reactants are Cl[CH2:2][C:3]([NH:5][C@@H:6]1[CH2:11][O:10][C:9]2=[N:12][C:13]([N+:15]([O-:17])=[O:16])=[CH:14][N:8]2[CH2:7]1)=[O:4].[F:18][C:19]1[CH:20]=[C:21]([CH:29]=[CH:30][C:31]=1[O:32][C:33]([F:36])([F:35])[F:34])[O:22][CH:23]1[CH2:28][CH2:27][NH:26][CH2:25][CH2:24]1. No catalyst specified. The product is [F:18][C:19]1[CH:20]=[C:21]([CH:29]=[CH:30][C:31]=1[O:32][C:33]([F:36])([F:34])[F:35])[O:22][CH:23]1[CH2:28][CH2:27][N:26]([CH2:2][C:3]([NH:5][C@@H:6]2[CH2:11][O:10][C:9]3=[N:12][C:13]([N+:15]([O-:17])=[O:16])=[CH:14][N:8]3[CH2:7]2)=[O:4])[CH2:25][CH2:24]1. The yield is 0.550. (9) The reactants are OC(C(F)(F)F)=O.[CH:8]([N:11]1[C:15]([C:16]2[S:17][C:18]3[CH2:19][CH2:20][O:21][C:22]4[CH:29]=[C:28]([CH:30]5[CH2:35][CH2:34][NH:33][CH2:32][CH2:31]5)[CH:27]=[CH:26][C:23]=4[C:24]=3[N:25]=2)=[N:14][CH:13]=[N:12]1)([CH3:10])[CH3:9].C(=O)([O-])[O-].[K+].[K+].Cl[CH2:43][C:44]([N:46]([CH3:48])[CH3:47])=[O:45]. The catalyst is C1COCC1.C(Cl)Cl.O. The product is [CH:8]([N:11]1[C:15]([C:16]2[S:17][C:18]3[CH2:19][CH2:20][O:21][C:22]4[CH:29]=[C:28]([CH:30]5[CH2:35][CH2:34][N:33]([CH2:43][C:44]([N:46]([CH3:48])[CH3:47])=[O:45])[CH2:32][CH2:31]5)[CH:27]=[CH:26][C:23]=4[C:24]=3[N:25]=2)=[N:14][CH:13]=[N:12]1)([CH3:10])[CH3:9]. The yield is 0.430.